This data is from Catalyst prediction with 721,799 reactions and 888 catalyst types from USPTO. The task is: Predict which catalyst facilitates the given reaction. (1) Product: [CH:1]1([O:6][C:7]2[CH:8]=[C:9]([CH:15]([N:20]3[CH2:28][C:27]4[C:22](=[CH:23][CH:24]=[CH:25][CH:26]=4)[C:21]3=[O:29])[CH2:16][C:17]([NH:43][OH:44])=[O:18])[CH:10]=[CH:11][C:12]=2[O:13][CH3:14])[CH2:5][CH2:4][CH2:3][CH2:2]1. Reactant: [CH:1]1([O:6][C:7]2[CH:8]=[C:9]([CH:15]([N:20]3[CH2:28][C:27]4[C:22](=[CH:23][CH:24]=[CH:25][CH:26]=4)[C:21]3=[O:29])[CH2:16][C:17](O)=[O:18])[CH:10]=[CH:11][C:12]=2[O:13][CH3:14])[CH2:5][CH2:4][CH2:3][CH2:2]1.C(N1C=CN=C1)(N1C=CN=C1)=O.Cl.[NH2:43][OH:44]. The catalyst class is: 7. (2) Reactant: [Cl:1][C:2]1[CH:3]=[CH:4][C:5]2[C:11]3[N:12]=[C:13](I)[N:14]=[CH:15][C:10]=3[CH2:9][N:8]=[C:7]([C:17]3[C:22]([F:23])=[CH:21][CH:20]=[CH:19][C:18]=3[F:24])[C:6]=2[CH:25]=1.[NH2:26][C:27]1[O:28][C:29]([C:32]([O:34][CH2:35][CH3:36])=[O:33])=[CH:30][N:31]=1.CC1(C)C2C(=C(P(C3C=CC=CC=3)C3C=CC=CC=3)C=CC=2)OC2C(P(C3C=CC=CC=3)C3C=CC=CC=3)=CC=CC1=2.[O-]P([O-])([O-])=O.[K+].[K+].[K+]. Product: [CH2:35]([O:34][C:32]([C:29]1[O:28][C:27]([NH:26][C:13]2[N:14]=[CH:15][C:10]3[CH2:9][N:8]=[C:7]([C:17]4[C:22]([F:23])=[CH:21][CH:20]=[CH:19][C:18]=4[F:24])[C:6]4[CH:25]=[C:2]([Cl:1])[CH:3]=[CH:4][C:5]=4[C:11]=3[N:12]=2)=[N:31][CH:30]=1)=[O:33])[CH3:36]. The catalyst class is: 110. (3) Reactant: [Cl:1][C:2]1[CH:3]=[C:4]2[C:8](=[CH:9][CH:10]=1)[NH:7][CH:6]=[C:5]2[CH2:11][NH:12][C:13](=[O:22])[C:14]1[CH:19]=[CH:18][C:17]([CH2:20]Cl)=[CH:16][CH:15]=1.[F:23][C:24]1[CH:25]=[C:26](B(O)O)[CH:27]=[C:28]([F:30])[CH:29]=1.C(=O)([O-])[O-].[Na+].[Na+].[I-].[Na+]. Product: [Cl:1][C:2]1[CH:3]=[C:4]2[C:8](=[CH:9][CH:10]=1)[NH:7][CH:6]=[C:5]2[CH2:11][NH:12][C:13](=[O:22])[C:14]1[CH:19]=[CH:18][C:17]([CH2:20][C:26]2[CH:25]=[C:24]([F:23])[CH:29]=[C:28]([F:30])[CH:27]=2)=[CH:16][CH:15]=1. The catalyst class is: 437. (4) Reactant: [CH3:1][C:2](=O)[CH2:3][C:4](=[O:6])[CH3:5].[Cl:8][C:9]1[CH:16]=[CH:15][CH:14]=[CH:13][C:10]=1[CH:11]=O.[CH3:17][O:18][C:19](=[O:24])/[CH:20]=[C:21](\[NH2:23])/[CH3:22].CC(O)=O. Product: [C:4]([C:3]1[CH:11]([C:10]2[CH:13]=[CH:14][CH:15]=[CH:16][C:9]=2[Cl:8])[C:20]([C:19]([O:18][CH3:17])=[O:24])=[C:21]([CH3:22])[NH:23][C:2]=1[CH3:1])(=[O:6])[CH3:5]. The catalyst class is: 351. (5) Reactant: [C:1]([O:5][C:6](=[O:38])[C@@H:7]([NH:23][C:24]([O:26][CH2:27][C:28]12[CH2:37][CH:32]3[CH2:33][CH:34]([CH2:36][CH:30]([CH2:31]3)[CH2:29]1)[CH2:35]2)=[O:25])[CH2:8][NH:9][C:10]([C:12]1[S:13][C:14]([CH2:17][CH2:18][C:19]([O:21]C)=O)=[CH:15][CH:16]=1)=[O:11])([CH3:4])([CH3:3])[CH3:2].[NH2:39][C:40]1[NH:41][CH2:42][CH2:43][CH2:44][N:45]=1. Product: [C:1]([O:5][C:6](=[O:38])[C@@H:7]([NH:23][C:24]([O:26][CH2:27][C:28]12[CH2:29][CH:30]3[CH2:36][CH:34]([CH2:33][CH:32]([CH2:31]3)[CH2:37]1)[CH2:35]2)=[O:25])[CH2:8][NH:9][C:10]([C:12]1[S:13][C:14]([CH2:17][CH2:18][C:19](=[O:21])[NH:39][C:40]2[NH:45][CH2:44][CH2:43][CH2:42][N:41]=2)=[CH:15][CH:16]=1)=[O:11])([CH3:3])([CH3:4])[CH3:2]. The catalyst class is: 9. (6) Reactant: [C:1]([C:4]1[CH:5]=[CH:6][C:7]2[O:11][C:10](=[O:12])[NH:9][C:8]=2[CH:13]=1)(=[O:3])[CH3:2].CI.[C:16](=O)([O-])[O-].[Cs+].[Cs+]. Product: [C:1]([C:4]1[CH:5]=[CH:6][C:7]2[O:11][C:10](=[O:12])[N:9]([CH3:16])[C:8]=2[CH:13]=1)(=[O:3])[CH3:2]. The catalyst class is: 3. (7) The catalyst class is: 45. Reactant: [CH2:1]([O:3][C:4]([C:6]1[C:7]([OH:25])=[C:8]2[C:14](Br)=[C:13](Br)[N:12]([CH2:17][C:18]3[CH:23]=[CH:22][CH:21]=[CH:20][C:19]=3[F:24])[C:9]2=[CH:10][N:11]=1)=[O:5])[CH3:2].C([O-])=O.[NH4+]. Product: [CH2:1]([O:3][C:4]([C:6]1[C:7]([OH:25])=[C:8]2[CH:14]=[CH:13][N:12]([CH2:17][C:18]3[CH:23]=[CH:22][CH:21]=[CH:20][C:19]=3[F:24])[C:9]2=[CH:10][N:11]=1)=[O:5])[CH3:2].